This data is from Reaction yield outcomes from USPTO patents with 853,638 reactions. The task is: Predict the reaction yield, written as a fraction of the theoretical maximum amount of product (1.0 means a 100% yield; for example, 0.34 means a 34% yield). (1) The reactants are [N:1]1([C:7]2[N:12]=[C:11]([N:13]3[CH:18]4[CH2:19][CH2:20][CH:14]3[CH2:15][O:16][CH2:17]4)[N:10]=[C:9]([C:21]3[CH:27]=[CH:26][C:24]([NH2:25])=[CH:23][CH:22]=3)[N:8]=2)[CH2:6][CH2:5][O:4][CH2:3][CH2:2]1.ClC(Cl)(O[C:32](=[O:38])OC(Cl)(Cl)Cl)Cl.[CH2:40]([CH2:42][NH2:43])[OH:41]. No catalyst specified. The product is [OH:41][CH2:40][CH2:42][NH:43][C:32]([NH:25][C:24]1[CH:26]=[CH:27][C:21]([C:9]2[N:8]=[C:7]([N:1]3[CH2:2][CH2:3][O:4][CH2:5][CH2:6]3)[N:12]=[C:11]([N:13]3[CH:14]4[CH2:20][CH2:19][CH:18]3[CH2:17][O:16][CH2:15]4)[N:10]=2)=[CH:22][CH:23]=1)=[O:38]. The yield is 0.530. (2) The catalyst is CO. The reactants are CCN(CC)CC.[C:8]([O:12][C:13](=[O:29])[N:14]=[C:15]([NH:21][C:22]([O:24][C:25]([CH3:28])([CH3:27])[CH3:26])=[O:23])N1C=CC=N1)([CH3:11])([CH3:10])[CH3:9].[NH2:30][CH2:31][C:32]1([C:35]2[O:39][C:38]([CH:40]3[CH2:46][CH2:45][C@@H:44]4[CH2:47][N:41]3[C:42](=[O:56])[N:43]4[O:48][CH2:49][C:50]3[CH:55]=[CH:54][CH:53]=[CH:52][CH:51]=3)=[N:37][N:36]=2)[CH2:34][CH2:33]1. The product is [C:25]([O:24][C:22]([N:21]=[C:15]([NH:14][C:13]([O:12][C:8]([CH3:11])([CH3:10])[CH3:9])=[O:29])[NH:30][CH2:31][C:32]1([C:35]2[O:39][C:38]([CH:40]3[CH2:46][CH2:45][C@@H:44]4[CH2:47][N:41]3[C:42](=[O:56])[N:43]4[O:48][CH2:49][C:50]3[CH:55]=[CH:54][CH:53]=[CH:52][CH:51]=3)=[N:37][N:36]=2)[CH2:33][CH2:34]1)=[O:23])([CH3:28])([CH3:27])[CH3:26]. The yield is 0.860. (3) The reactants are [O:1]([CH2:8][C:9]1[CH:14]=[CH:13][C:12]([CH2:15][CH2:16][C:17]([C:19]2[O:20][C:21]([C:24]3[N:29]=[C:28]([C:30]([O:32]C)=[O:31])[CH:27]=[CH:26][CH:25]=3)=[CH:22][N:23]=2)=[O:18])=[CH:11][CH:10]=1)[C:2]1[CH:7]=[CH:6][CH:5]=[CH:4][CH:3]=1.[Li+].[OH-].Cl. The catalyst is C1COCC1.O.CCOC(C)=O. The product is [O:1]([CH2:8][C:9]1[CH:10]=[CH:11][C:12]([CH2:15][CH2:16][C:17]([C:19]2[O:20][C:21]([C:24]3[N:29]=[C:28]([C:30]([OH:32])=[O:31])[CH:27]=[CH:26][CH:25]=3)=[CH:22][N:23]=2)=[O:18])=[CH:13][CH:14]=1)[C:2]1[CH:7]=[CH:6][CH:5]=[CH:4][CH:3]=1. The yield is 0.810. (4) The reactants are [NH2:1][C:2](=[N:8][C:9]1[CH:14]=[CH:13][C:12]([N:15]2[CH2:20][CH2:19][N:18]([C:21]([NH:23][CH2:24][CH2:25][CH2:26][CH2:27][CH:28]3[CH2:32][CH2:31][S:30][S:29]3)=[O:22])[CH2:17][CH2:16]2)=[C:11](C)[CH:10]=1)[C:3]1[S:4][CH:5]=[CH:6][CH:7]=1.ClC1C=CC([N+]([O-])=O)=C[C:36]=1[O:44]C. No catalyst specified. The product is [NH2:1][C:2](=[N:8][C:9]1[CH:14]=[CH:13][C:12]([N:15]2[CH2:20][CH2:19][N:18]([C:21]([NH:23][CH2:24][CH2:25][CH2:26][CH2:27][CH:28]3[CH2:32][CH2:31][S:30][S:29]3)=[O:22])[CH2:17][CH2:16]2)=[C:11]([O:44][CH3:36])[CH:10]=1)[C:3]1[S:4][CH:5]=[CH:6][CH:7]=1. The yield is 0.250. (5) The reactants are [NH:1]1[C:9]2[C:4](=[CH:5][CH:6]=[C:7]([C:10]#[N:11])[CH:8]=2)[CH:3]=[CH:2]1.[N+:12]([C:15]1[CH:20]=[CH:19][CH:18]=[CH:17][C:16]=1[S:21]Cl)([O-:14])=[O:13]. The catalyst is C(OCC)C. The product is [N+:12]([C:15]1[CH:20]=[CH:19][CH:18]=[CH:17][C:16]=1[S:21][C:3]1[C:4]2[C:9](=[CH:8][C:7]([C:10]#[N:11])=[CH:6][CH:5]=2)[NH:1][CH:2]=1)([O-:14])=[O:13]. The yield is 0.780. (6) The reactants are [C:1]([C:3]1[CH:8]=[CH:7][C:6]([C:9]2[N:10]=[C:11]([NH:14][C:15](=[O:34])[C@@H:16]([NH:23][C:24]([C@H:26]3[O:28][C@@H:27]3[C:29]([O:31]CC)=[O:30])=[O:25])[CH2:17][C:18]3[N:19]=[CH:20][S:21][CH:22]=3)[S:12][CH:13]=2)=[CH:5][CH:4]=1)#[CH:2].[Li+].[OH-]. The catalyst is C1COCC1.CO.O. The product is [C:1]([C:3]1[CH:4]=[CH:5][C:6]([C:9]2[N:10]=[C:11]([NH:14][C:15](=[O:34])[C@@H:16]([NH:23][C:24]([C@H:26]3[O:28][C@@H:27]3[C:29]([OH:31])=[O:30])=[O:25])[CH2:17][C:18]3[N:19]=[CH:20][S:21][CH:22]=3)[S:12][CH:13]=2)=[CH:7][CH:8]=1)#[CH:2]. The yield is 0.442. (7) The product is [F:1][C:2]1[CH:7]=[CH:6][C:5]([F:8])=[CH:4][C:3]=1[C@H:9]1[CH2:13][CH2:12][CH2:11][N:10]1[C:14]1[CH:19]=[CH:18][N:17]2[N:20]=[CH:21][C:22]([C:23]3[N:24]=[N:25][N:26]([CH:28]4[CH2:33][CH2:32][CH2:31][NH:30][CH2:29]4)[CH:27]=3)=[C:16]2[N:15]=1. The catalyst is C(Cl)Cl. The reactants are [F:1][C:2]1[CH:7]=[CH:6][C:5]([F:8])=[CH:4][C:3]=1[C@H:9]1[CH2:13][CH2:12][CH2:11][N:10]1[C:14]1[CH:19]=[CH:18][N:17]2[N:20]=[CH:21][C:22]([C:23]3[N:24]=[N:25][N:26]([CH:28]4[CH2:33][CH2:32][CH2:31][N:30](C(OC(C)(C)C)=O)[CH2:29]4)[CH:27]=3)=[C:16]2[N:15]=1.C(O)(C(F)(F)F)=O. The yield is 0.690. (8) The reactants are Br[C:2]1[CH:3]=[C:4]2[C:9](=[CH:10][CH:11]=1)[CH2:8][CH:7]([NH:12][C:13](=[O:19])[O:14][C:15]([CH3:18])([CH3:17])[CH3:16])[CH2:6][CH2:5]2.[B:20]1([B:20]2[O:24][C:23]([CH3:26])([CH3:25])[C:22]([CH3:28])([CH3:27])[O:21]2)[O:24][C:23]([CH3:26])([CH3:25])[C:22]([CH3:28])([CH3:27])[O:21]1.C([O-])(=O)C.[K+]. The catalyst is O1CCOCC1.C1C=CC(P(C2C=CC=CC=2)[C-]2C=CC=C2)=CC=1.C1C=CC(P(C2C=CC=CC=2)[C-]2C=CC=C2)=CC=1.Cl[Pd]Cl.[Fe+2]. The product is [CH3:27][C:22]1([CH3:28])[C:23]([CH3:26])([CH3:25])[O:24][B:20]([C:2]2[CH:3]=[C:4]3[C:9](=[CH:10][CH:11]=2)[CH2:8][CH:7]([NH:12][C:13](=[O:19])[O:14][C:15]([CH3:18])([CH3:17])[CH3:16])[CH2:6][CH2:5]3)[O:21]1. The yield is 0.900. (9) The reactants are [F:1][C:2]1[CH:7]=[CH:6][C:5]([C:8]2(/[CH:14]=[CH:15]/[CH2:16][C:17]([OH:19])=[O:18])[CH2:13][CH2:12][CH2:11][CH2:10][CH2:9]2)=[CH:4][CH:3]=1. The catalyst is CO.[Pd]. The product is [F:1][C:2]1[CH:3]=[CH:4][C:5]([C:8]2([CH2:14][CH2:15][CH2:16][C:17]([OH:19])=[O:18])[CH2:13][CH2:12][CH2:11][CH2:10][CH2:9]2)=[CH:6][CH:7]=1. The yield is 0.800.